This data is from Forward reaction prediction with 1.9M reactions from USPTO patents (1976-2016). The task is: Predict the product of the given reaction. The product is: [ClH:36].[CH:31]1[C:32]2[C:27](=[C:26]([S:23]([N:12]([CH2:13][CH2:14][CH2:15][CH2:16][C:17]3[CH:18]=[CH:19][CH:20]=[CH:21][CH:22]=3)[CH2:11][CH2:10][CH2:9][NH2:8])(=[O:24])=[O:25])[CH:35]=[CH:34][CH:33]=2)[CH:28]=[CH:29][N:30]=1. Given the reactants C(OC([NH:8][CH2:9][CH2:10][CH2:11][N:12]([S:23]([C:26]1[CH:35]=[CH:34][CH:33]=[C:32]2[C:27]=1[CH:28]=[CH:29][N:30]=[CH:31]2)(=[O:25])=[O:24])[CH2:13][CH2:14][CH2:15][CH2:16][C:17]1[CH:22]=[CH:21][CH:20]=[CH:19][CH:18]=1)=O)(C)(C)C.[ClH:36].CO, predict the reaction product.